Regression. Given a peptide amino acid sequence and an MHC pseudo amino acid sequence, predict their binding affinity value. This is MHC class II binding data. From a dataset of Peptide-MHC class II binding affinity with 134,281 pairs from IEDB. (1) The peptide sequence is GKKKYKLKHIVWASREL. The binding affinity (normalized) is 0.634. The MHC is DRB1_1101 with pseudo-sequence DRB1_1101. (2) The peptide sequence is AAPGAGYTPATPAAP. The MHC is HLA-DPA10103-DPB10301 with pseudo-sequence HLA-DPA10103-DPB10301. The binding affinity (normalized) is 0.0360. (3) The MHC is HLA-DPA10301-DPB10402 with pseudo-sequence HLA-DPA10301-DPB10402. The binding affinity (normalized) is 0.191. The peptide sequence is ALSDADWHFIADPAS. (4) The peptide sequence is TGGNSPVQEFTVPRT. The MHC is DRB1_0101 with pseudo-sequence DRB1_0101. The binding affinity (normalized) is 0.152. (5) The peptide sequence is EPAYFATAESVRDHL. The MHC is DRB1_0901 with pseudo-sequence DRB1_0901. The binding affinity (normalized) is 0.695.